Dataset: Catalyst prediction with 721,799 reactions and 888 catalyst types from USPTO. Task: Predict which catalyst facilitates the given reaction. (1) Product: [Cl:1][C:2]1[N:7]=[C:6]([N:8]2[CH:12]=[C:11]([CH2:13][OH:14])[C:10]([CH3:18])=[N:9]2)[CH:5]=[CH:4][N:3]=1. The catalyst class is: 207. Reactant: [Cl:1][C:2]1[N:7]=[C:6]([N:8]2[CH:12]=[C:11]([C:13](OCC)=[O:14])[C:10]([CH3:18])=[N:9]2)[CH:5]=[CH:4][N:3]=1.CC1C(CN2CC(O)C2)=CN(C2C=CN=C(NC3C=C4C(=CC=3)N(C)C=C4)N=2)N=1.[H-].C([Al+]CC(C)C)C(C)C. (2) Reactant: C1(P(=O)(C2C=CC=CC=2)C2C=CC=CC=2)C=CC=CC=1.FC(F)(F)S(OS(C(F)(F)F)(=O)=O)(=O)=O.[CH3:36][C:37]1[C:45]([NH:46][S:47]([C:50]2[S:51][CH:52]=[CH:53][CH:54]=2)(=[O:49])=[O:48])=[C:44]2[C:40]([CH:41]=[C:42]([C:55]([NH:57][CH2:58][CH2:59][S:60]C(C3C=CC=CC=3)(C3C=CC=CC=3)C3C=CC=CC=3)=O)[NH:43]2)=[CH:39][CH:38]=1.C(=O)([O-])O.[Na+]. Product: [S:60]1[CH2:59][CH2:58][N:57]=[C:55]1[C:42]1[NH:43][C:44]2[C:40]([CH:41]=1)=[CH:39][CH:38]=[C:37]([CH3:36])[C:45]=2[NH:46][S:47]([C:50]1[S:51][CH:52]=[CH:53][CH:54]=1)(=[O:49])=[O:48]. The catalyst class is: 4. (3) Reactant: [O:1]1[C:5]2[CH:6]=[CH:7][C:8]([C:10]3[C:19]4[C:20](=[O:23])[O:21][CH2:22][C:18]=4[C:17]([OH:24])=[C:16]4[C:11]=3[CH:12]=[C:13]([O:27][CH3:28])[C:14]([O:25][CH3:26])=[CH:15]4)=[CH:9][C:4]=2[O:3][CH2:2]1.IC.[C:31](=O)([O-])[O-].[K+].[K+].[Cl-].[NH4+]. Product: [O:1]1[C:5]2[CH:6]=[CH:7][C:8]([C:10]3[C:19]4[C:20](=[O:23])[O:21][CH2:22][C:18]=4[C:17]([O:24][CH3:31])=[C:16]4[C:11]=3[CH:12]=[C:13]([O:27][CH3:28])[C:14]([O:25][CH3:26])=[CH:15]4)=[CH:9][C:4]=2[O:3][CH2:2]1. The catalyst class is: 9. (4) Reactant: [CH2:1]([O:3][C:4]([C:6]1[N:7]=[C:8]([N:22]2[CH2:27][CH2:26][CH2:25][CH2:24][S:23]2(=[O:29])=[O:28])[N:9]([CH3:21])[C:10](=[O:20])[C:11]=1[O:12]CC1C=CC=CC=1)=[O:5])[CH3:2].[H][H]. Product: [CH2:1]([O:3][C:4]([C:6]1[N:7]=[C:8]([N:22]2[CH2:27][CH2:26][CH2:25][CH2:24][S:23]2(=[O:28])=[O:29])[N:9]([CH3:21])[C:10](=[O:20])[C:11]=1[OH:12])=[O:5])[CH3:2]. The catalyst class is: 696. (5) Reactant: [CH3:1][O:2][C:3]1[N:8]=[CH:7][C:6]([NH2:9])=[CH:5][CH:4]=1.[CH3:10][C:11]1([CH3:19])[O:16][C:15](=[O:17])[CH2:14][C:13](=[O:18])[O:12]1.[CH2:20](OC(OCC)OCC)C. Product: [CH3:10][C:11]1([CH3:19])[O:16][C:15](=[O:17])[C:14](=[CH:20][NH:9][C:6]2[CH:7]=[N:8][C:3]([O:2][CH3:1])=[CH:4][CH:5]=2)[C:13](=[O:18])[O:12]1. The catalyst class is: 8. (6) Reactant: Cl[C:2]1[CH:3]=[C:4]([CH:30]=[CH:31][CH:32]=1)[CH2:5][CH:6]1[C:15]2[C:10](=[CH:11][CH:12]=[C:13]([CH2:16][CH2:17][S:18]([CH2:21][CH2:22][CH3:23])(=O)=O)[CH:14]=2)[CH2:9][CH2:8][CH:7]1[NH:24][C:25](=[O:29])[O:26][CH2:27][CH3:28].C([O-])=O.[NH4+]. Product: [CH2:27]([O:26][C:25](=[O:29])[NH:24][CH:7]1[CH2:8][CH2:9][C:10]2[C:15](=[CH:14][C:13]([CH2:16][CH2:17][S:18][CH2:21][CH2:22][CH3:23])=[CH:12][CH:11]=2)[CH:6]1[CH2:5][C:4]1[CH:3]=[CH:2][CH:32]=[CH:31][CH:30]=1)[CH3:28]. The catalyst class is: 19. (7) Reactant: [Br:1][C:2]1[CH:7]=[CH:6][C:5]([NH2:8])=[C:4]([F:9])[CH:3]=1.[O:10]1[CH2:15][CH2:14][C:13](=O)[CH2:12][CH2:11]1.C(O[BH-](OC(=O)C)OC(=O)C)(=O)C.[Na+]. The catalyst class is: 26. Product: [Br:1][C:2]1[CH:7]=[CH:6][C:5]([NH:8][CH:13]2[CH2:14][CH2:15][O:10][CH2:11][CH2:12]2)=[C:4]([F:9])[CH:3]=1. (8) Reactant: FC(F)(F)S(OS(C(F)(F)F)(=O)=O)(=O)=O.[F:16][C:17]([CH3:22])([CH2:20][OH:21])[CH2:18]O.N1C(C)=CC=CC=1C.[NH:31]1[C:39]2[C:34](=[CH:35][CH:36]=[CH:37][CH:38]=2)[C:33]([CH2:40][C@H:41]([NH2:43])[CH3:42])=[CH:32]1.CCN(C(C)C)C(C)C. Product: [NH:31]1[C:39]2[C:34](=[CH:35][CH:36]=[CH:37][CH:38]=2)[C:33]([CH2:40][C@H:41]([NH:43][CH2:18][C:17]([F:16])([CH3:22])[CH2:20][OH:21])[CH3:42])=[CH:32]1. The catalyst class is: 2. (9) Product: [Br:1][C:2]1[CH:3]=[CH:4][C:5]([C:9]2[CH:14]=[CH:13][CH:12]=[CH:11][CH:10]=2)=[N:6][CH:7]=1. The catalyst class is: 6. Reactant: [Br:1][C:2]1[CH:3]=[CH:4][C:5](I)=[N:6][CH:7]=1.[C:9]1(B(O)O)[CH:14]=[CH:13][CH:12]=[CH:11][CH:10]=1.C(=O)([O-])[O-].[K+].[K+].COCCOC. (10) Reactant: [F:1][C:2]1[CH:3]=[C:4]([CH:26]=[CH:27][CH:28]=1)[CH2:5][O:6][C:7]1[CH:12]=[CH:11][C:10]([NH2:13])=[CH:9][C:8]=1[C:14]#[C:15][Si:16]([CH:23]([CH3:25])[CH3:24])([CH:20]([CH3:22])[CH3:21])[CH:17]([CH3:19])[CH3:18].Cl[C:30]1[C:39]2[C:34](=[CH:35][CH:36]=[C:37]([I:40])[CH:38]=2)[N:33]=[CH:32][N:31]=1. Product: [F:1][C:2]1[CH:3]=[C:4]([CH:26]=[CH:27][CH:28]=1)[CH2:5][O:6][C:7]1[CH:12]=[CH:11][C:10]([NH:13][C:30]2[C:39]3[C:34](=[CH:35][CH:36]=[C:37]([I:40])[CH:38]=3)[N:33]=[CH:32][N:31]=2)=[CH:9][C:8]=1[C:14]#[C:15][Si:16]([CH:17]([CH3:18])[CH3:19])([CH:20]([CH3:21])[CH3:22])[CH:23]([CH3:25])[CH3:24]. The catalyst class is: 32.